This data is from Reaction yield outcomes from USPTO patents with 853,638 reactions. The task is: Predict the reaction yield, written as a fraction of the theoretical maximum amount of product (1.0 means a 100% yield; for example, 0.34 means a 34% yield). (1) The reactants are [F:1][C:2]1[C:33]([F:34])=[C:32]([F:35])[C:31]([F:36])=[C:30]([F:37])[C:3]=1[O:4][S:5]([C:8]1[CH:9]=[C:10]2[C:15](=[CH:16][CH:17]=1)[C:14]([CH:18]1[CH2:22][CH2:21][CH2:20][N:19]1C(OC(C)(C)C)=O)=[CH:13][CH:12]=[CH:11]2)(=[O:7])=[O:6].[F:38][C:39]([F:44])([F:43])[C:40]([OH:42])=[O:41]. The catalyst is C(Cl)Cl. The product is [F:38][C:39]([F:44])([F:43])[C:40]([OH:42])=[O:41].[NH:19]1[CH2:20][CH2:21][CH2:22][CH:18]1[C:14]1[CH:13]=[CH:12][CH:11]=[C:10]2[C:15]=1[CH:16]=[CH:17][C:8]([S:5]([O:4][C:3]1[C:30]([F:37])=[C:31]([F:36])[C:32]([F:35])=[C:33]([F:34])[C:2]=1[F:1])(=[O:7])=[O:6])=[CH:9]2. The yield is 0.940. (2) The reactants are [CH2:1]([O:8][N:9]1[C:15](=[O:16])[N:14]2[CH2:17][C@H:10]1[CH2:11][CH2:12][C@@H:13]2[C:18]([OH:20])=O)[C:2]1[CH:7]=[CH:6][CH:5]=[CH:4][CH:3]=1.CCN=C=NCCCN(C)C.Cl.C1[CH:34]=[CH:35][C:36]2N(O)[N:40]=[N:39][C:37]=2C=1.[C:43]([O:47][C:48]([N:50]([C:52]([C@@H]1CCNC1)=O)N)=[O:49])([CH3:46])([CH3:45])[CH3:44].CN(C)C=[O:62]. No catalyst specified. The product is [C:43]([O:47][C:48]([N:50]1[CH2:34][CH2:35][C@@H:36]([C:37]([NH:39][NH:40][C:18]([C@H:13]2[CH2:12][CH2:11][C@@H:10]3[CH2:17][N:14]2[C:15](=[O:16])[N:9]3[O:8][CH2:1][C:2]2[CH:3]=[CH:4][CH:5]=[CH:6][CH:7]=2)=[O:20])=[O:62])[CH2:52]1)=[O:49])([CH3:46])([CH3:45])[CH3:44]. The yield is 0.430. (3) The reactants are [Br:1][C:2]1[CH:14]=[C:13]2[C:5]([C:6]3[CH:7]=[CH:8][C:9]([C:15]([O:17][CH3:18])=[O:16])=[CH:10][C:11]=3[NH:12]2)=[C:4]([C:19]#[N:20])[CH:3]=1.Br[CH:22]([C:29]1[CH:34]=[CH:33][CH:32]=[CH:31][CH:30]=1)[C:23]1[CH:28]=[CH:27][CH:26]=[CH:25][CH:24]=1.C([O-])([O-])=O.[Cs+].[Cs+]. The catalyst is CN(C=O)C.O. The product is [CH:22]([N:12]1[C:11]2[CH:10]=[C:9]([C:15]([O:17][CH3:18])=[O:16])[CH:8]=[CH:7][C:6]=2[C:5]2[C:13]1=[CH:14][C:2]([Br:1])=[CH:3][C:4]=2[C:19]#[N:20])([C:23]1[CH:28]=[CH:27][CH:26]=[CH:25][CH:24]=1)[C:29]1[CH:34]=[CH:33][CH:32]=[CH:31][CH:30]=1. The yield is 0.434. (4) The reactants are [C:1]([O:10]C)(=O)[C:2]1[C:3](=[CH:5][CH:6]=[CH:7][CH:8]=1)[SH:4].[C:12]([O:16][C:17]([NH:19][C:20]1[CH:25]=[CH:24][N:23]=[C:22]([C:26]#[N:27])[CH:21]=1)=[O:18])([CH3:15])([CH3:14])[CH3:13].C(N(CC)CC)C. The catalyst is C1(C)C=CC=CC=1. The product is [O:10]=[C:1]1[C:2]2[CH:8]=[CH:7][CH:6]=[CH:5][C:3]=2[S:4][C:26]([C:22]2[CH:21]=[C:20]([NH:19][C:17](=[O:18])[O:16][C:12]([CH3:14])([CH3:13])[CH3:15])[CH:25]=[CH:24][N:23]=2)=[N:27]1. The yield is 0.490. (5) The reactants are [OH:1][C:2]1[CH:3]=[C:4]2[C:9](=[CH:10][C:11]=1[O:12][CH3:13])[N:8]=[CH:7][NH:6][C:5]2=[O:14].[C:15](OC(=O)C)(=[O:17])[CH3:16]. The catalyst is N1C=CC=CC=1. The product is [C:15]([O:1][C:2]1[CH:3]=[C:4]2[C:9](=[CH:10][C:11]=1[O:12][CH3:13])[N:8]=[CH:7][NH:6][C:5]2=[O:14])(=[O:17])[CH3:16]. The yield is 0.530.